This data is from Full USPTO retrosynthesis dataset with 1.9M reactions from patents (1976-2016). The task is: Predict the reactants needed to synthesize the given product. (1) Given the product [CH:6]1([CH:4]([OH:5])[CH2:3][CH2:2][NH:1][C:12](=[O:13])[O:14][C:15]([CH3:18])([CH3:17])[CH3:16])[CH2:11][CH2:10][CH2:9][CH2:8][CH2:7]1, predict the reactants needed to synthesize it. The reactants are: [NH2:1][CH2:2][CH2:3][CH:4]([CH:6]1[CH2:11][CH2:10][CH2:9][CH2:8][CH2:7]1)[OH:5].[C:12](O[C:12]([O:14][C:15]([CH3:18])([CH3:17])[CH3:16])=[O:13])([O:14][C:15]([CH3:18])([CH3:17])[CH3:16])=[O:13]. (2) Given the product [Br:1][C:2]1[CH:22]=[CH:21][C:20]([F:23])=[CH:19][C:3]=1[O:4][CH:5]1[CH2:8][N:7]([C:9]2[N:10]=[CH:11][C:12]([C:15]([NH2:24])=[O:16])=[N:13][CH:14]=2)[CH2:6]1, predict the reactants needed to synthesize it. The reactants are: [Br:1][C:2]1[CH:22]=[CH:21][C:20]([F:23])=[CH:19][C:3]=1[O:4][CH:5]1[CH2:8][N:7]([C:9]2[N:10]=[CH:11][C:12]([C:15](OC)=[O:16])=[N:13][CH:14]=2)[CH2:6]1.[NH3:24].